Dataset: Experimentally validated miRNA-target interactions with 360,000+ pairs, plus equal number of negative samples. Task: Binary Classification. Given a miRNA mature sequence and a target amino acid sequence, predict their likelihood of interaction. (1) The miRNA is hsa-miR-1283 with sequence UCUACAAAGGAAAGCGCUUUCU. The protein sequence of the target gene is MVSPPGVLSSLLLLAAMAGGSSQQCSEGRTYSDAIISPNPETIRIMRVSQTFSVGDCTAACCDLLTCDLAWWFEGSCYLVKCMRSENCEPRTTGPIRSYLTFVRRPVQRPGQLLDYGDMMLSRGSPSGAWGDSLEDLRKDLPFLGKDGGPEETTEYSDEYKDLERGLLQPSNQQDPRGSAEYPDWSLLPSNEGGFNATATGDNSAASMEKLQDPTPHPLDQEQLQALNESTWSPTPGHSSISSVWPSSASPLPTEEGLEGEETLQLQEQPSNSSGKEVPMPSHNPSPASLESSPATTEKN.... Result: 0 (no interaction). (2) The miRNA is hsa-miR-9500 with sequence AAGGGAAGAUGGUGACCAC. The protein sequence of the target gene is MTWRAAASTCAALLILLWALTTEGDLKVEMMAGGTQITPLNDNVTIFCNIFYSQPLNITSMGITWFWKSLTFDKEVKVFEFFGDHQEAFRPGAIVSPWRLKSGDASLRLPGIQLEEAGEYRCEVVVTPLKAQGTVQLEVVASPASRLLLDQVGMKENEDKYMCESSGFYPEAINITWEKQTQKFPHPIEISEDVITGPTIKNMDGTFNVTSCLKLNSSQEDPGTVYQCVVRHASLHTPLRSNFTLTAARHSLSETEKTDNFSIHWWPISFIGVGLVLLIVLIPWKKICNKSSSAYTPLKC.... Result: 1 (interaction). (3) The miRNA is hsa-miR-3177-5p with sequence UGUGUACACACGUGCCAGGCGCU. The protein sequence of the target gene is MSDIVEKTLTALPGLFLQNQPGGGPAAAKASFSSRLGSLVRGITALTSKHEEEKLIQQELSSLKATVSAPTTTLKMMKECMVRLIYCEMLGYDASFGYIHAIKLAQQGNLLEKRVGYLAVSLFLHESHELLLLLVNTVVKDLQSTNLVEVCMALTVVSQIFPCEMIPAVLPLIEDKLQHSKEIVRRKAVLALYKFHLIAPNQVQHIHIKFRKALCDRDVGVMAASLHIYLRMIKENSSGYKDLTGSFVTILKQVVGGKLPVEFNYHSVPAPWLQIQLLRILGLLGKDDQRTSELMYDVLD.... Result: 0 (no interaction). (4) The miRNA is rno-miR-351-3p with sequence GGUCAAGAGGCGCCUGGGAAC. The protein sequence of the target gene is MPLLWLRGFLLASCWIIVRSSPTPGSEGHGSAPDCPSCALATLPKDGPNSQPEMVEAVKKHILNMLHLKKRPDVTQPVPKAALLNAIRKLHVGKVGENGYVEIEDDIGRRAEMNELMEQTSEIITFAESGTARKTLHFEISKEGSDLSVVERAEVWLFLKVPKANRTRTKVTIRLFQQQKHPQGSLDTGDEAEEMGLKGERSELLLSEKVVDARKSTWHIFPVSSSIQRLLDQGKSSLDVRIACEQCQESGASLVLLGKKKKKEVDGDGKKKDGSDGGLEEEKEQSHRPFLMLQARQSED.... Result: 0 (no interaction). (5) The miRNA is hsa-miR-6507-3p with sequence CAAAGUCCUUCCUAUUUUUCCC. The protein sequence of the target gene is MNVRRSLLGLTFCTCYLASHLTNKYVLSVLKFTYPTLFQGWQTFIGGLLLHMSWKLGWVELHSSPRSDVLIWLPASALFVGIIYAGSKALSRLAVPVFFILHNVAEVLTCGYQKCVWKEKTSLSKICSALFLLAAAGCLPFQDSQFDPDGYFWALIHIFCVGSYKILRKSRKPTVLSDIDQQYLNYIFSMVLLAFASHPTGDLFGALDFPFLYFYRFHGSCCASGVLGFFLMLSTVRLRSILAPGQCAAWILCAKVVTAGLSMLLFDMALTKATVGCFLLGGLGEALLVFSERRSSS. Result: 0 (no interaction). (6) The miRNA is cel-miR-52-5p with sequence CACCCGUACAUAUGUUUCCGUGCU. The protein sequence of the target gene is MGLLRIMMPPKLQLLAVVAFAVAMLFLENQIQKLEESRSKLERAIARHEVREIEQRHTMDGPRQDATLDEEEDMVIIYNRVPKTASTSFTNIAYDLCAKNKYHVLHINTTKNNPVMSLQDQVRFVKNITSWKEMKPGFYHGHVSYLDFAKFGVKKKPIYINVIRDPIERLVSYYYFLRFGDDYRPGLRRRKQGDKKTFDECVAEGGSDCAPEKLWLQIPFFCGHSSECWNVGSRWAMDQAKYNLINEYFLVGVTEELEDFIMLLEAALPRFFRGATELYRTGKKSHLRKTTEKKLPTKQT.... Result: 0 (no interaction). (7) The miRNA is hsa-miR-659-3p with sequence CUUGGUUCAGGGAGGGUCCCCA. The protein sequence of the target gene is MSAGGDFGNPLRKFKLVFLGEQSVGKTSLITRFMYDSFDNTYQATIGIDFLSKTMYLEDRTVRLQLWDTAGQERFRSLIPSYIRDSTVAVVVYDITNVNSFQQTTKWIDDVRTERGSDVIIMLVGNKTDLADKRQVSIEEGERKAKELNVMFIETSAKAGYNVKQLFRRVAAALPGMESTQDRSREDMIDIKLEKPQEQPVNEGGCSC. Result: 0 (no interaction). (8) Result: 1 (interaction). The miRNA is hsa-miR-6873-5p with sequence CAGAGGGAAUACAGAGGGCAAU. The protein sequence of the target gene is MVGFKATDVPPTATVKFLGAGTAACIADLITFPLDTAKVRLQIQGESQGPVRATASAQYRGVMGTILTMVRTEGPRSLYNGLVAGLQRQMSFASVRIGLYDSVKQFYTKGSEHASIGSRLLAGSTTGALAVAVAQPTDVVKVRFQAQARAGGGRRYQSTVNAYKTIAREEGFRGLWKGTSPNVARNAIVNCAELVTYDLIKDALLKANLMTDDLPCHFTSAFGAGFCTTVIASPVDVVKTRYMNSALGQYSSAGHCALTMLQKEGPRAFYKGFMPSFLRLGSWNVVMFVTYEQLKRALMA.... (9) The miRNA is hsa-miR-3614-5p with sequence CCACUUGGAUCUGAAGGCUGCCC. The protein sequence of the target gene is MRRLNRKKTLSLVKELDAFPKVPESYVETSASGGTVSLIAFTTMALLTIMEFSVYQDTWMKYEYEVDKDFSSKLRINIDITVAMKCQYVGADVLDLAETMVASADGLVYEPTVFDLSPQQKEWQRMLQLIQSRLQEEHSLQDVIFKSAFKSTSTALPPREDDSSQSPNACRIHGHLYVNKVAGNFHITVGKAIPHPRGHAHLAALVNHESYNFSHRIDHLSFGELVPAIINPLDGTEKIAIDHNQMFQYFITVVPTKLHTYKISADTHQFSVTERERIINHAAGSHGVSGIFMKYDLSSL.... Result: 0 (no interaction).